Task: Predict the reactants needed to synthesize the given product.. Dataset: Full USPTO retrosynthesis dataset with 1.9M reactions from patents (1976-2016) (1) Given the product [Cl:15][C:16]1[CH:17]=[C:18]([CH2:33][N:34]2[CH2:39][CH2:38][N:37]([C:6]([C@H:4]3[CH2:3][C@@H:2]([CH3:1])[CH2:5]3)=[O:8])[C@@H:36]([CH3:40])[CH2:35]2)[C:19]([CH3:32])=[C:20]([NH:22][C:23](=[O:31])[C:24]2[CH:29]=[CH:28][C:27]([CH3:30])=[N:26][CH:25]=2)[CH:21]=1, predict the reactants needed to synthesize it. The reactants are: [CH3:1][CH:2]1[CH2:5][CH:4]([C:6]([OH:8])=O)[CH2:3]1.C(Cl)(=O)C(Cl)=O.[Cl:15][C:16]1[CH:17]=[C:18]([CH2:33][N:34]2[CH2:39][CH2:38][NH:37][C@@H:36]([CH3:40])[CH2:35]2)[C:19]([CH3:32])=[C:20]([NH:22][C:23](=[O:31])[C:24]2[CH:29]=[CH:28][C:27]([CH3:30])=[N:26][CH:25]=2)[CH:21]=1.CCN(CC)CC. (2) Given the product [CH2:23]([Sn:14]([CH2:15][CH2:16][CH2:17][CH3:18])([CH2:19][CH2:20][CH2:21][CH3:22])[C:2]1[CH:7]=[CH:6][C:5]([F:8])=[CH:4][CH:3]=1)[CH2:24][CH2:25][CH3:26], predict the reactants needed to synthesize it. The reactants are: Br[C:2]1[CH:7]=[CH:6][C:5]([F:8])=[CH:4][CH:3]=1.[Li]C(C)(C)C.[Sn:14](Cl)([CH2:23][CH2:24][CH2:25][CH3:26])([CH2:19][CH2:20][CH2:21][CH3:22])[CH2:15][CH2:16][CH2:17][CH3:18]. (3) Given the product [N:1]1([C:7]2[CH:8]=[CH:9][C:10]([NH:13][C:14](=[O:16])[CH3:15])=[C:11]([N+:17]([O-:19])=[O:18])[CH:12]=2)[CH2:2][CH2:3][O:4][CH2:5][CH2:6]1, predict the reactants needed to synthesize it. The reactants are: [N:1]1([C:7]2[CH:12]=[CH:11][C:10]([NH:13][C:14](=[O:16])[CH3:15])=[CH:9][CH:8]=2)[CH2:6][CH2:5][O:4][CH2:3][CH2:2]1.[N+:17]([O-])([OH:19])=[O:18].[OH-].N. (4) The reactants are: [C:1]([O:4][C:5]1[CH:10]=[CH:9][C:8]([C:11](Cl)=[O:12])=[CH:7][CH:6]=1)(=[O:3])[CH3:2].[Si](N1N=[CH:21][CH:20]=[N:19]1)(C)(C)C. Given the product [C:1]([O:4][C:5]1[CH:10]=[CH:9][C:8]([C:11]2[O:12][CH:21]=[CH:20][N:19]=2)=[CH:7][CH:6]=1)(=[O:3])[CH3:2], predict the reactants needed to synthesize it. (5) Given the product [CH3:1][O:2][C:3]1[CH:4]=[C:5]2[C:9](=[CH:10][CH:11]=1)[NH:8][C:7](=[O:12])[C:6]2=[CH:30][C:26]1[CH:25]=[C:24]2[C:29]([C:21](/[CH:20]=[CH:19]/[C:15]3[CH:14]=[N:13][CH:18]=[CH:17][CH:16]=3)=[N:22][NH:23]2)=[CH:28][CH:27]=1, predict the reactants needed to synthesize it. The reactants are: [CH3:1][O:2][C:3]1[CH:4]=[C:5]2[C:9](=[CH:10][CH:11]=1)[NH:8][C:7](=[O:12])[CH2:6]2.[N:13]1[CH:18]=[CH:17][CH:16]=[C:15](/[CH:19]=[CH:20]/[C:21]2[C:29]3[C:24](=[CH:25][C:26]([CH:30]=O)=[CH:27][CH:28]=3)[NH:23][N:22]=2)[CH:14]=1. (6) Given the product [CH2:54]([O:1][C:2]1[CH:10]=[CH:9][C:8]([C:11]2[N:12]([C:27]([O:29][C:30]([CH3:31])([CH3:33])[CH3:32])=[O:28])[C:13]3[C:18]([CH:19]=2)=[CH:17][C:16]([CH2:20][N:21]2[CH2:26][CH2:25][CH2:24][CH2:23][CH2:22]2)=[CH:15][CH:14]=3)=[C:7]2[C:3]=1[CH2:4][NH:5][C:6]2=[O:34])[C:55]1[CH:60]=[CH:59][CH:58]=[CH:57][CH:56]=1, predict the reactants needed to synthesize it. The reactants are: [OH:1][C:2]1[CH:10]=[CH:9][C:8]([C:11]2[N:12]([C:27]([O:29][C:30]([CH3:33])([CH3:32])[CH3:31])=[O:28])[C:13]3[C:18]([CH:19]=2)=[CH:17][C:16]([CH2:20][N:21]2[CH2:26][CH2:25][CH2:24][CH2:23][CH2:22]2)=[CH:15][CH:14]=3)=[C:7]2[C:3]=1[CH2:4][NH:5][C:6]2=[O:34].C1(P(C2C=CC=CC=2)C2C=CC=CC=2)C=CC=CC=1.[CH2:54](O)[C:55]1[CH:60]=[CH:59][CH:58]=[CH:57][CH:56]=1.CCOC(/N=N/C(OCC)=O)=O.C1(C)C=CC=CC=1. (7) Given the product [C:1]([C:5]1[C:6]([OH:18])=[C:7]([CH:11]=[C:12]([C:14]([CH3:17])([CH3:15])[CH3:16])[CH:13]=1)[C:8]([NH:22][C:21]1[CH:23]=[CH:24][C:25]([S:27]([C:30]([F:33])([F:31])[F:32])(=[O:29])=[O:28])=[CH:26][C:20]=1[Cl:19])=[O:10])([CH3:2])([CH3:3])[CH3:4], predict the reactants needed to synthesize it. The reactants are: [C:1]([C:5]1[C:6]([OH:18])=[C:7]([CH:11]=[C:12]([C:14]([CH3:17])([CH3:16])[CH3:15])[CH:13]=1)[C:8]([OH:10])=O)([CH3:4])([CH3:3])[CH3:2].[Cl:19][C:20]1[CH:26]=[C:25]([S:27]([C:30]([F:33])([F:32])[F:31])(=[O:29])=[O:28])[CH:24]=[CH:23][C:21]=1[NH2:22].